The task is: Regression/Classification. Given a drug SMILES string, predict its toxicity properties. Task type varies by dataset: regression for continuous values (e.g., LD50, hERG inhibition percentage) or binary classification for toxic/non-toxic outcomes (e.g., AMES mutagenicity, cardiotoxicity, hepatotoxicity). Dataset: herg_karim.. This data is from hERG potassium channel inhibition data for cardiac toxicity prediction from Karim et al.. (1) The drug is CCNC(=O)N[C@H](CCN1CCC(c2c(CC)[nH]c3cc(F)ccc23)CC1)Cc1ccc(Cl)c(Cl)c1. The result is 1 (blocker). (2) The compound is CCc1sc(-c2cn(CC3CCOCC3)c3c(Cl)cccc23)nc1CN(CCO)C(C)C. The result is 1 (blocker). (3) The drug is N#CCCN1CCC(CN2CCC(Oc3ccc(CO)c(Cl)c3)CC2)CC1. The result is 0 (non-blocker).